This data is from Full USPTO retrosynthesis dataset with 1.9M reactions from patents (1976-2016). The task is: Predict the reactants needed to synthesize the given product. (1) Given the product [C:1]([C:5]1[N:9]([CH2:10][CH:11]2[CH2:12][CH2:13][CH:14]([F:17])[CH2:15][CH2:16]2)[C:8]2[CH:18]=[CH:19][C:20]([NH2:22])=[CH:21][C:7]=2[N:6]=1)([CH3:4])([CH3:2])[CH3:3], predict the reactants needed to synthesize it. The reactants are: [C:1]([C:5]1[N:9]([CH2:10][CH:11]2[CH2:16][CH2:15][CH:14]([F:17])[CH2:13][CH2:12]2)[C:8]2[CH:18]=[CH:19][C:20]([NH:22]C(=O)C)=[CH:21][C:7]=2[N:6]=1)([CH3:4])([CH3:3])[CH3:2]. (2) Given the product [NH2:10][C:8]([NH:7][CH2:6][C@@H:2]([C:3]([OH:5])=[O:4])[NH:1][C:12]([O:14][CH3:15])=[O:13])=[O:9], predict the reactants needed to synthesize it. The reactants are: [NH2:1][CH:2]([CH2:6][NH:7][C:8]([NH2:10])=[O:9])[C:3]([OH:5])=[O:4].Cl[C:12]([O:14][CH3:15])=[O:13]. (3) Given the product [CH3:11][O:10][C:9]1[C:4]2[N:5]([CH:15]=[C:2]([C:16]3[CH:21]=[CH:20][CH:19]=[CH:18][CH:17]=3)[CH:3]=2)[N:6]=[CH:7][C:8]=1[C:12]([NH2:14])=[O:13], predict the reactants needed to synthesize it. The reactants are: Br[C:2]1[CH:3]=[C:4]2[C:9]([O:10][CH3:11])=[C:8]([C:12]([NH2:14])=[O:13])[CH:7]=[N:6][N:5]2[CH:15]=1.[C:16]1(B(O)O)[CH:21]=[CH:20][CH:19]=[CH:18][CH:17]=1.C(=O)([O-])[O-].[K+].[K+]. (4) Given the product [C:1]12([NH:11][CH2:16][C:15]3[CH:18]=[CH:19][C:20]([OH:21])=[C:13]([F:12])[CH:14]=3)[CH2:8][CH:7]3[CH2:6][CH:5]([CH2:4][CH:3]([CH2:9]3)[CH2:2]1)[CH2:10]2, predict the reactants needed to synthesize it. The reactants are: [C:1]12([NH2:11])[CH2:10][CH:5]3[CH2:6][CH:7]([CH2:9][CH:3]([CH2:4]3)[CH2:2]1)[CH2:8]2.[F:12][C:13]1[CH:14]=[C:15]([CH:18]=[CH:19][C:20]=1[OH:21])[CH:16]=O. (5) Given the product [CH3:1][N:2]([CH2:13][C:14]1[NH:18][C:17]2[CH:19]=[CH:20][CH:21]=[C:22]([C:23]([N:47]3[CH2:46][CH2:45][NH:44][CH2:43][CH:42]3[CH3:41])=[O:24])[C:16]=2[N:15]=1)[CH:3]1[C:12]2[N:11]=[CH:10][CH:9]=[CH:8][C:7]=2[CH2:6][CH2:5][CH2:4]1, predict the reactants needed to synthesize it. The reactants are: [CH3:1][N:2]([CH2:13][C:14]1[NH:18][C:17]2[CH:19]=[CH:20][CH:21]=[C:22]([C:23](O)=[O:24])[C:16]=2[N:15]=1)[CH:3]1[C:12]2[N:11]=[CH:10][CH:9]=[CH:8][C:7]=2[CH2:6][CH2:5][CH2:4]1.O=C1N(P(Cl)(N2CCOC2=O)=O)CCO1.[CH3:41][CH:42]1[NH:47][CH2:46][CH2:45][N:44](C(OC(C)(C)C)=O)[CH2:43]1.C(N(CC)C(C)C)(C)C. (6) Given the product [OH:13][CH2:14][CH2:15][O:16][CH2:17][CH2:18][N:19]1[CH2:24][CH2:23][N:22]([CH2:11][C:7]2[N:6]=[C:5]3[CH2:4][O:3][C:2](=[O:1])[C:10]3=[CH:9][CH:8]=2)[CH2:21][CH2:20]1, predict the reactants needed to synthesize it. The reactants are: [O:1]=[C:2]1[C:10]2[C:5](=[N:6][C:7]([CH:11]=O)=[CH:8][CH:9]=2)[CH2:4][O:3]1.[OH:13][CH2:14][CH2:15][O:16][CH2:17][CH2:18][N:19]1[CH2:24][CH2:23][NH:22][CH2:21][CH2:20]1. (7) Given the product [CH3:1][O:2][CH2:3][CH2:4][O:5][C:6]1[CH:14]=[CH:13][C:9]([C:10]([NH:29][C:30]2[S:34][C:33]([NH:35][C:36]3[CH:41]=[CH:40][N:39]=[C:38]([F:42])[CH:37]=3)=[N:32][C:31]=2[C:43]([NH2:45])=[O:44])=[O:12])=[CH:8][C:7]=1[N+:15]([O-:17])=[O:16], predict the reactants needed to synthesize it. The reactants are: [CH3:1][O:2][CH2:3][CH2:4][O:5][C:6]1[CH:14]=[CH:13][C:9]([C:10]([OH:12])=O)=[CH:8][C:7]=1[N+:15]([O-:17])=[O:16].CN(C=O)C.C(Cl)(=O)C(Cl)=O.[NH2:29][C:30]1[S:34][C:33]([NH:35][C:36]2[CH:41]=[CH:40][N:39]=[C:38]([F:42])[CH:37]=2)=[N:32][C:31]=1[C:43]([NH2:45])=[O:44]. (8) Given the product [F:1][C:2]1[CH:7]=[C:6]([NH2:8])[CH:5]=[CH:4][C:3]=1[N:11]1[CH:15]=[N:14][C:13]([CH3:16])=[N:12]1, predict the reactants needed to synthesize it. The reactants are: [F:1][C:2]1[CH:7]=[C:6]([N+:8]([O-])=O)[CH:5]=[CH:4][C:3]=1[N:11]1[CH:15]=[N:14][C:13]([CH3:16])=[N:12]1.C([O-])(O)=O.[Na+]. (9) The reactants are: [CH2:1]([O:3][C:4]([N:6]1[CH2:15][CH2:14][C:13]2[C:8](=[CH:9][CH:10]=[CH:11][CH:12]=2)[C@@H:7]1[C:16]1[CH:21]=[CH:20][CH:19]=[CH:18][CH:17]=1)=[O:5])[CH3:2]. Given the product [CH:19]1[CH:18]=[CH:17][C:16]([C@@H:7]2[N:6]([C:4]([O:3][C@@H:1]3[CH:13]4[CH2:14][CH2:15][N:6]([CH2:7][CH2:8]4)[CH2:2]3)=[O:5])[CH2:15][CH2:14][C:13]3[CH:12]=[CH:11][CH:10]=[CH:9][C:8]2=3)=[CH:21][CH:20]=1, predict the reactants needed to synthesize it.